From a dataset of Catalyst prediction with 721,799 reactions and 888 catalyst types from USPTO. Predict which catalyst facilitates the given reaction. (1) Reactant: [CH3:1][C:2]1[CH:7]=[CH:6][C:5]([S:8]([O:11][CH2:12][CH:13]2[CH2:17][C:16]3[CH:18]=[CH:19][CH:20]=[C:21](Br)[C:15]=3[O:14]2)(=[O:10])=[O:9])=[CH:4][CH:3]=1.[CH3:23][O:24][C:25]1[CH:30]=[C:29]([O:31][CH3:32])[CH:28]=[CH:27][C:26]=1B(O)O.C(=O)([O-])[O-].[K+].[K+]. Product: [CH3:1][C:2]1[CH:7]=[CH:6][C:5]([S:8]([O:11][CH2:12][CH:13]2[CH2:17][C:16]3[CH:18]=[CH:19][CH:20]=[C:21]([C:28]4[CH:27]=[CH:26][C:25]([O:24][CH3:23])=[CH:30][C:29]=4[O:31][CH3:32])[C:15]=3[O:14]2)(=[O:10])=[O:9])=[CH:4][CH:3]=1. The catalyst class is: 608. (2) Reactant: [Cl:1][C:2]1[CH:3]=[CH:4][C:5]([O:22][CH3:23])=[C:6]([CH:8]([NH:10][C:11]2[CH:16]=[C:15](F)[CH:14]=[CH:13][C:12]=2[S:18]([CH3:21])(=[O:20])=[O:19])[CH3:9])[CH:7]=1.[NH:24]1[CH2:29][CH2:28][NH:27][CH2:26][CH2:25]1.C(N(CC)C(C)C)(C)C. Product: [ClH:1].[Cl:1][C:2]1[CH:3]=[CH:4][C:5]([O:22][CH3:23])=[C:6]([CH:8]([NH:10][C:11]2[CH:16]=[C:15]([N:24]3[CH2:29][CH2:28][NH:27][CH2:26][CH2:25]3)[CH:14]=[CH:13][C:12]=2[S:18]([CH3:21])(=[O:20])=[O:19])[CH3:9])[CH:7]=1. The catalyst class is: 10. (3) Reactant: [Cl:1][C:2]1[C:7]([CH2:8][NH:9][C:10]2[C:11]3[C:12](=[N:16][N:17]([CH2:19][C:20]45[CH2:24][C:22]([CH2:25][OH:26])([CH2:23]4)[CH2:21]5)[CH:18]=3)[N:13]=[CH:14][N:15]=2)=[C:6]([F:27])[C:5]([O:28][CH3:29])=[CH:4][CH:3]=1.C(N(CC)CC)C.[CH3:37][S:38](Cl)(=[O:40])=[O:39].C(Cl)Cl. Product: [CH3:37][S:38]([O:26][CH2:25][C:22]12[CH2:21][C:20]([CH2:19][N:17]3[CH:18]=[C:11]4[C:12]([N:13]=[CH:14][N:15]=[C:10]4[NH:9][CH2:8][C:7]4[C:2]([Cl:1])=[CH:3][CH:4]=[C:5]([O:28][CH3:29])[C:6]=4[F:27])=[N:16]3)([CH2:24]1)[CH2:23]2)(=[O:40])=[O:39]. The catalyst class is: 20. (4) Reactant: [CH3:1][S:2]([O:5][CH2:6][C@@H:7]1[O:11][C:10](=[O:12])[N:9]([C:13]2[CH:18]=[CH:17][C:16]([N:19]3[CH2:24][CH2:23][O:22][CH2:21][C:20]3=[O:25])=[CH:15][CH:14]=2)[CH2:8]1)(=[O:4])=[O:3].[C:26]([NH2:30])([CH3:29])([CH3:28])[CH3:27]. Product: [CH3:1][S:2]([O:5][CH2:6][CH2:28][CH2:26][CH2:29][O:5][S:2]([CH3:1])(=[O:4])=[O:3])(=[O:4])=[O:3].[C:26]([NH:30][CH2:6][C@@H:7]1[O:11][C:10](=[O:12])[N:9]([C:13]2[CH:18]=[CH:17][C:16]([N:19]3[CH2:24][CH2:23][O:22][CH2:21][C:20]3=[O:25])=[CH:15][CH:14]=2)[CH2:8]1)([CH3:29])([CH3:28])[CH3:27]. The catalyst class is: 3. (5) Reactant: [Cl:1][C:2]1[CH:20]=[CH:19][C:18]([C@H:21]2[C@H:26]([O:27]CC3C=CC=CC=3)[C@@H:25]([O:35]CC3C=CC=CC=3)[C@H:24]([O:43]CC3C=CC=CC=3)[C@@H:23]([CH2:51][O:52]CC3C=CC=CC=3)[O:22]2)=[CH:17][C:3]=1[CH2:4][C:5]1[N:10]=[N:9][C:8]([C:11]2[O:12][C:13]([CH3:16])=[CH:14][N:15]=2)=[CH:7][CH:6]=1.I[Si](C)(C)C. Product: [Cl:1][C:2]1[CH:20]=[CH:19][C:18]([C@H:21]2[C@H:26]([OH:27])[C@@H:25]([OH:35])[C@H:24]([OH:43])[C@@H:23]([CH2:51][OH:52])[O:22]2)=[CH:17][C:3]=1[CH2:4][C:5]1[N:10]=[N:9][C:8]([C:11]2[O:12][C:13]([CH3:16])=[CH:14][N:15]=2)=[CH:7][CH:6]=1. The catalyst class is: 10. (6) Reactant: [H-].[Na+].[CH:3]1([NH:6][C:7](=[O:26])[C:8]2[CH:13]=[C:12]([C:14]3[CH:15]=[C:16]4[C:20](=[CH:21][CH:22]=3)[NH:19][N:18]=[C:17]4[CH3:23])[C:11]([CH3:24])=[C:10]([F:25])[CH:9]=2)[CH2:5][CH2:4]1.[S:27]1[CH:31]=[CH:30][CH:29]=[C:28]1[S:32](Cl)(=[O:34])=[O:33].O. Product: [CH:3]1([NH:6][C:7](=[O:26])[C:8]2[CH:13]=[C:12]([C:14]3[CH:15]=[C:16]4[C:20](=[CH:21][CH:22]=3)[N:19]([S:32]([C:28]3[S:27][CH:31]=[CH:30][CH:29]=3)(=[O:34])=[O:33])[N:18]=[C:17]4[CH3:23])[C:11]([CH3:24])=[C:10]([F:25])[CH:9]=2)[CH2:4][CH2:5]1. The catalyst class is: 479.